Dataset: Forward reaction prediction with 1.9M reactions from USPTO patents (1976-2016). Task: Predict the product of the given reaction. (1) Given the reactants [CH:1]1[C:10]2[C:5](=[CH:6][CH:7]=[CH:8][CH:9]=2)[CH:4]=[CH:3][C:2]=1[CH2:11][NH2:12].[CH3:13][O:14][C:15]1[CH:22]=[CH:21][CH:20]=[C:19]([O:23][CH3:24])[C:16]=1[CH:17]=O, predict the reaction product. The product is: [CH3:13][O:14][C:15]1[CH:22]=[CH:21][CH:20]=[C:19]([O:23][CH3:24])[C:16]=1[CH:17]1[N:12]([CH2:11][C:2]2[CH:3]=[CH:4][C:5]3[C:10](=[CH:9][CH:8]=[CH:7][CH:6]=3)[CH:1]=2)[C:15](=[O:14])[CH2:16][CH2:19][CH2:20]1. (2) Given the reactants [CH3:1][NH:2][C:3]1[CH:8]=[CH:7][N:6]=[CH:5][CH:4]=1.C1C=CC2N(O)N=NC=2C=1.CCN(C(C)C)C(C)C.[C:28]([O:32][C:33]([NH:35][CH2:36][C:37]([OH:39])=O)=[O:34])([CH3:31])([CH3:30])[CH3:29].CCN=C=NCCCN(C)C.Cl, predict the reaction product. The product is: [C:28]([O:32][C:33](=[O:34])[NH:35][CH2:36][C:37](=[O:39])[N:2]([CH3:1])[C:3]1[CH:8]=[CH:7][N:6]=[CH:5][CH:4]=1)([CH3:29])([CH3:30])[CH3:31]. (3) Given the reactants Cl[C:2]1[N:7]=[C:6]([N:8]2[CH2:13][CH2:12][CH:11]([N:14]3[CH2:18][CH2:17][CH2:16][CH2:15]3)[CH2:10][CH2:9]2)[N:5]=[C:4]2[N:19]([C:24]3[C:29]([F:30])=[CH:28][CH:27]=[CH:26][C:25]=3[F:31])[C:20](=[O:23])[NH:21][CH2:22][C:3]=12.O.C(=O)([O-])[O-].[K+].[K+].[F:39][C:40]1[CH:45]=[CH:44][C:43]([NH:46][C:47](=[O:64])[C:48]2[CH:53]=[CH:52][C:51]([CH3:54])=[C:50](B3OC(C)(C)C(C)(C)O3)[CH:49]=2)=[CH:42][CH:41]=1, predict the reaction product. The product is: [F:30][C:29]1[CH:28]=[CH:27][CH:26]=[C:25]([F:31])[C:24]=1[N:19]1[C:4]2[N:5]=[C:6]([N:8]3[CH2:9][CH2:10][CH:11]([N:14]4[CH2:15][CH2:16][CH2:17][CH2:18]4)[CH2:12][CH2:13]3)[N:7]=[C:2]([C:50]3[CH:49]=[C:48]([CH:53]=[CH:52][C:51]=3[CH3:54])[C:47]([NH:46][C:43]3[CH:44]=[CH:45][C:40]([F:39])=[CH:41][CH:42]=3)=[O:64])[C:3]=2[CH2:22][NH:21][C:20]1=[O:23]. (4) Given the reactants [Br:1][C:2]1[C:3]([F:19])=[CH:4][C:5]([O:11][C:12]2[CH:13]=[N:14][C:15]([Cl:18])=[CH:16][CH:17]=2)=[C:6]([CH:10]=1)[C:7]([OH:9])=O.[CH2:20]([NH:22][CH2:23][CH3:24])[CH3:21], predict the reaction product. The product is: [Br:1][C:2]1[C:3]([F:19])=[CH:4][C:5]([O:11][C:12]2[CH:13]=[N:14][C:15]([Cl:18])=[CH:16][CH:17]=2)=[C:6]([CH:10]=1)[C:7]([N:22]([CH2:23][CH3:24])[CH2:20][CH3:21])=[O:9]. (5) Given the reactants [O:1]1[CH:5]=[CH:4][CH:3]=[C:2]1[C:6]([OH:8])=O.S(Cl)(Cl)=O.[CH3:13][N:14]1[CH:19]2[CH2:20][CH2:21][CH:15]1[CH2:16][NH:17][CH2:18]2.[OH-].[Na+], predict the reaction product. The product is: [O:1]1[CH:5]=[CH:4][CH:3]=[C:2]1[C:6]([N:17]1[CH2:18][CH:19]2[N:14]([CH3:13])[CH:15]([CH2:21][CH2:20]2)[CH2:16]1)=[O:8]. (6) Given the reactants S(Cl)(Cl)=O.[NH2:5][C:6]([C:8]1[CH:9]=[N:10][N:11]([C:13]2[CH:18]=[CH:17][C:16]([NH:19][C:20](=[O:29])[O:21][CH2:22][C:23]3[CH:28]=[CH:27][CH:26]=[CH:25][CH:24]=3)=[CH:15][C:14]=2[F:30])[CH:12]=1)=O, predict the reaction product. The product is: [F:30][C:14]1[CH:15]=[C:16]([NH:19][C:20](=[O:29])[O:21][CH2:22][C:23]2[CH:28]=[CH:27][CH:26]=[CH:25][CH:24]=2)[CH:17]=[CH:18][C:13]=1[N:11]1[CH:12]=[C:8]([C:6]#[N:5])[CH:9]=[N:10]1. (7) Given the reactants [OH-].[Na+].[C:3]1([C:9]([C:17]2[CH:22]=[CH:21][CH:20]=[CH:19][CH:18]=2)=[N:10][CH2:11][C:12]([O:14][CH2:15][CH3:16])=[O:13])[CH:8]=[CH:7][CH:6]=[CH:5][CH:4]=1.[C:23]([C:25]1[CH:32]=[CH:31][CH:30]=[CH:29][C:26]=1CBr)#[N:24].S([O-])([O-])(=O)=O.[CH2:38]([N+](CCCC)(CCCC)CCCC)CCC.C([N+](CCCC)(CCCC)CCCC)CCC, predict the reaction product. The product is: [C:3]1([C:9]([C:17]2[CH:22]=[CH:21][CH:20]=[CH:19][CH:18]=2)=[N:10][C@:11]([C:26]2[CH:29]=[CH:30][CH:31]=[CH:32][C:25]=2[C:23]#[N:24])([C:12]([O:14][CH2:15][CH3:16])=[O:13])[CH3:38])[CH:4]=[CH:5][CH:6]=[CH:7][CH:8]=1. (8) Given the reactants [F:1][C:2]1[CH:14]=[C:13](F)[C:12]([F:16])=[CH:11][C:3]=1[C:4]([NH:6][S:7]([CH3:10])(=[O:9])=[O:8])=[O:5].[Cl:17][C:18]1[CH:19]=[C:20]([OH:29])[CH:21]=[N:22][C:23]=1[O:24][CH:25]1[CH2:28][CH2:27][CH2:26]1.C(=O)([O-])[O-].[K+].[K+], predict the reaction product. The product is: [Cl:17][C:18]1[CH:19]=[C:20]([O:29][C:13]2[C:12]([F:16])=[CH:11][C:3]([C:4]([NH:6][S:7]([CH3:10])(=[O:9])=[O:8])=[O:5])=[C:2]([F:1])[CH:14]=2)[CH:21]=[N:22][C:23]=1[O:24][CH:25]1[CH2:28][CH2:27][CH2:26]1. (9) Given the reactants N#N.[N+:3]([C:6]1[NH:10][N:9]=[CH:8][CH:7]=1)([O-:5])=[O:4].[CH3:11][O:12][C:13]([C:15]1[O:16][C:17]([CH2:20]Cl)=[CH:18][CH:19]=1)=[O:14].C([O-])([O-])=O.[K+].[K+].[Br-], predict the reaction product. The product is: [CH3:11][O:12][C:13]([C:15]1[O:16][C:17]([CH2:20][N:9]2[CH:8]=[CH:7][C:6]([N+:3]([O-:5])=[O:4])=[N:10]2)=[CH:18][CH:19]=1)=[O:14].